Predict the reaction yield, written as a fraction of the theoretical maximum amount of product (1.0 means a 100% yield; for example, 0.34 means a 34% yield). From a dataset of Reaction yield outcomes from USPTO patents with 853,638 reactions. (1) The reactants are [CH2:1]([O:8][C:9]([CH:11]1[CH2:16][CH2:15][N:14](NC(OC(C)(C)C)=O)[CH2:13][CH2:12]1)=[O:10])[C:2]1[CH:7]=[CH:6][CH:5]=[CH:4][CH:3]=1.[ClH:25]. The catalyst is O1CCOCC1. The product is [ClH:25].[CH2:1]([O:8][C:9]([CH:11]1[CH2:16][CH2:15][NH:14][CH2:13][CH2:12]1)=[O:10])[C:2]1[CH:3]=[CH:4][CH:5]=[CH:6][CH:7]=1. The yield is 0.540. (2) The yield is 0.970. The catalyst is CO. The product is [ClH:35].[NH2:5][C@@H:9]([C:11]1([OH:34])[CH2:14][N:13]([C:15]([C:17]2[CH:22]=[CH:21][C:20]([F:23])=[C:19]([F:24])[C:18]=2[NH:25][C:26]2[CH:31]=[CH:30][C:29]([I:32])=[CH:28][C:27]=2[F:33])=[O:16])[CH2:12]1)[CH3:10]. The reactants are CC([N:5]([C@@H:9]([C:11]1([OH:34])[CH2:14][N:13]([C:15]([C:17]2[CH:22]=[CH:21][C:20]([F:23])=[C:19]([F:24])[C:18]=2[NH:25][C:26]2[CH:31]=[CH:30][C:29]([I:32])=[CH:28][C:27]=2[F:33])=[O:16])[CH2:12]1)[CH3:10])C(=O)[O-])(C)C.[ClH:35]. (3) The reactants are N1C=CC=CC=1C1C=CC=CN=1.Cl[C:14]1[C:15]([C:23]([OH:25])=[O:24])=[N:16][C:17]([Cl:22])=[C:18]([Cl:21])[C:19]=1[Cl:20]. The catalyst is [Ni](Cl)Cl.[Zn].O. The product is [Cl:20][C:19]1[C:18]([Cl:21])=[C:17]([Cl:22])[N:16]=[C:15]([C:23]([OH:25])=[O:24])[CH:14]=1. The yield is 0.358. (4) The reactants are [Cl:1][C:2]1[CH:29]=[CH:28][C:5]([CH2:6][C:7]2[C:8]([CH3:27])=[N:9][O:10][C:11]=2[C@H:12]2[CH2:16][CH2:15][CH2:14][N:13]2C(OCC2C=CC=CC=2)=O)=[CH:4][CH:3]=1.I[Si](C)(C)C. The catalyst is ClCCl. The product is [Cl:1][C:2]1[CH:29]=[CH:28][C:5]([CH2:6][C:7]2[C:8]([CH3:27])=[N:9][O:10][C:11]=2[C@H:12]2[CH2:16][CH2:15][CH2:14][NH:13]2)=[CH:4][CH:3]=1. The yield is 0.740. (5) The reactants are Cl.C(C1C=NC=CC=1[O:10][C:11]1[CH:16]=[CH:15][C:14]([NH:17][C:18](NC(=O)CC2C=CC(F)=CC=2)=[O:19])=[CH:13][C:12]=1[F:31])C.[Cl:32][C:33]1[CH:38]=[C:37]([N+]([O-])=O)[CH:36]=[CH:35][N:34]=1.[C:42]([O-])([O-])=O.[K+].[K+]. The catalyst is CN(C=O)C. The product is [Cl:32][C:33]1[CH:38]=[C:37]([O:10][C:11]2[CH:16]=[CH:15][C:14]([NH:17][C:18](=[O:19])[CH3:42])=[CH:13][C:12]=2[F:31])[CH:36]=[CH:35][N:34]=1. The yield is 0.730. (6) The product is [Br:1][C:2]1[CH:3]=[C:4]2[C:9](=[CH:10][CH:11]=1)[N:8]=[CH:7][C:6]([C:12]([CH:14]1[CH2:16][CH2:15]1)=[O:13])=[C:5]2[NH:30][C:28]1[CH:27]=[N:26][N:25]([CH:21]2[CH2:22][CH2:23][CH2:24][N:19]([CH3:18])[CH2:20]2)[CH:29]=1. No catalyst specified. The yield is 0.220. The reactants are [Br:1][C:2]1[CH:3]=[C:4]2[C:9](=[CH:10][CH:11]=1)[N:8]=[CH:7][C:6]([C:12]([CH:14]1[CH2:16][CH2:15]1)=[O:13])=[C:5]2Cl.[CH3:18][N:19]1[CH2:24][CH2:23][CH2:22][CH:21]([N:25]2[CH:29]=[C:28]([NH2:30])[CH:27]=[N:26]2)[CH2:20]1. (7) The reactants are [NH2:1][C:2]1[CH:7]=[CH:6][C:5]([C:8]#[C:9][C:10]2[N:11]([CH2:23][CH3:24])[C:12]3[C:17]([C:18]=2[C:19]#[N:20])=[CH:16][CH:15]=[C:14]([O:21][CH3:22])[CH:13]=3)=[CH:4][CH:3]=1.[CH3:25][S:26](Cl)(=[O:28])=[O:27]. The catalyst is N1C=CC=CC=1.C(OCC)(=O)C. The product is [C:19]([C:18]1[C:17]2[C:12](=[CH:13][C:14]([O:21][CH3:22])=[CH:15][CH:16]=2)[N:11]([CH2:23][CH3:24])[C:10]=1[C:9]#[C:8][C:5]1[CH:6]=[CH:7][C:2]([NH:1][S:26]([CH3:25])(=[O:28])=[O:27])=[CH:3][CH:4]=1)#[N:20]. The yield is 0.920. (8) The reactants are [CH3:1][C:2]1[CH:3]=[C:4]([CH:10]=[CH:11][C:12]=1[CH:13]=[CH2:14])[C:5]([N:7]([CH3:9])[CH3:8])=[O:6].[C:15]1([Si:21]([C:29]2[CH:34]=[CH:33][CH:32]=[CH:31][CH:30]=2)([C:23]2[CH:28]=[CH:27][CH:26]=[CH:25][CH:24]=2)[SH:22])[CH:20]=[CH:19][CH:18]=[CH:17][CH:16]=1.CC(N=NC(C#N)(C)C)(C#N)C.N#N. The catalyst is C1(C)C=CC=CC=1. The product is [CH3:1][C:2]1[CH:3]=[C:4]([CH:10]=[CH:11][C:12]=1[CH2:13][CH2:14][S:22][Si:21]([C:23]1[CH:24]=[CH:25][CH:26]=[CH:27][CH:28]=1)([C:29]1[CH:34]=[CH:33][CH:32]=[CH:31][CH:30]=1)[C:15]1[CH:16]=[CH:17][CH:18]=[CH:19][CH:20]=1)[C:5]([N:7]([CH3:9])[CH3:8])=[O:6]. The yield is 0.690. (9) The reactants are [C:1]([O:5][C:6]([N:8]1[CH2:13][C@H:12]([CH2:14][OH:15])[NH:11][CH2:10][C@H:9]1[CH3:16])=[O:7])([CH3:4])([CH3:3])[CH3:2].[CH:17](=O)[C:18]1[CH:23]=[CH:22][CH:21]=[CH:20][CH:19]=1.C(O[BH-](OC(=O)C)OC(=O)C)(=O)C.[Na+].ClCCCl. The catalyst is CCOC(C)=O. The product is [C:1]([O:5][C:6]([N:8]1[CH2:13][C@H:12]([CH2:14][OH:15])[N:11]([CH2:17][C:18]2[CH:23]=[CH:22][CH:21]=[CH:20][CH:19]=2)[CH2:10][C@H:9]1[CH3:16])=[O:7])([CH3:4])([CH3:3])[CH3:2]. The yield is 0.740.